Task: Regression. Given two drug SMILES strings and cell line genomic features, predict the synergy score measuring deviation from expected non-interaction effect.. Dataset: NCI-60 drug combinations with 297,098 pairs across 59 cell lines (1) Drug 1: CCCS(=O)(=O)NC1=C(C(=C(C=C1)F)C(=O)C2=CNC3=C2C=C(C=N3)C4=CC=C(C=C4)Cl)F. Drug 2: C1=NC2=C(N1)C(=S)N=CN2. Cell line: UACC-257. Synergy scores: CSS=16.0, Synergy_ZIP=-8.42, Synergy_Bliss=-9.99, Synergy_Loewe=-15.5, Synergy_HSA=-8.41. (2) Drug 2: C(CC(=O)O)C(=O)CN.Cl. Drug 1: C1=C(C(=O)NC(=O)N1)N(CCCl)CCCl. Synergy scores: CSS=13.4, Synergy_ZIP=-3.00, Synergy_Bliss=-5.84, Synergy_Loewe=-15.8, Synergy_HSA=-5.52. Cell line: HOP-62. (3) Drug 1: C1=CC(=CC=C1CC(C(=O)O)N)N(CCCl)CCCl.Cl. Drug 2: CC1C(C(=O)NC(C(=O)N2CCCC2C(=O)N(CC(=O)N(C(C(=O)O1)C(C)C)C)C)C(C)C)NC(=O)C3=C4C(=C(C=C3)C)OC5=C(C(=O)C(=C(C5=N4)C(=O)NC6C(OC(=O)C(N(C(=O)CN(C(=O)C7CCCN7C(=O)C(NC6=O)C(C)C)C)C)C(C)C)C)N)C. Cell line: SNB-75. Synergy scores: CSS=2.22, Synergy_ZIP=-0.163, Synergy_Bliss=2.42, Synergy_Loewe=0.241, Synergy_HSA=-0.218. (4) Cell line: SNB-19. Synergy scores: CSS=43.8, Synergy_ZIP=-12.1, Synergy_Bliss=-3.65, Synergy_Loewe=-16.5, Synergy_HSA=0.563. Drug 2: C1CN1C2=NC(=NC(=N2)N3CC3)N4CC4. Drug 1: CCC1=C2CN3C(=CC4=C(C3=O)COC(=O)C4(CC)O)C2=NC5=C1C=C(C=C5)O.